Dataset: Forward reaction prediction with 1.9M reactions from USPTO patents (1976-2016). Task: Predict the product of the given reaction. (1) Given the reactants [CH3:1][O:2][C:3]1[CH:20]=[CH:19][C:6]2[NH:7][C:8](=[O:18])[N:9]([CH:12]3[CH2:17][CH2:16][NH:15][CH2:14][CH2:13]3)[CH2:10][CH2:11][C:5]=2[CH:4]=1.Cl[C:22]1[N:27]=[CH:26][N:25]=[C:24]([C:28]([C:30]2[CH:41]=[C:40]([CH3:42])[C:33]3[N:34]([CH2:38][CH3:39])[C:35](=[O:37])[O:36][C:32]=3[CH:31]=2)=[O:29])[CH:23]=1.CCN(C(C)C)C(C)C, predict the reaction product. The product is: [CH2:38]([N:34]1[C:33]2[C:40]([CH3:42])=[CH:41][C:30]([C:28]([C:24]3[N:25]=[CH:26][N:27]=[C:22]([N:15]4[CH2:14][CH2:13][CH:12]([N:9]5[CH2:10][CH2:11][C:5]6[CH:4]=[C:3]([O:2][CH3:1])[CH:20]=[CH:19][C:6]=6[NH:7][C:8]5=[O:18])[CH2:17][CH2:16]4)[CH:23]=3)=[O:29])=[CH:31][C:32]=2[O:36][C:35]1=[O:37])[CH3:39]. (2) Given the reactants [Cl-].[NH4+].[N+:3]([C:6]1[CH:7]=[CH:8][C:9]([C:12]2[CH:17]=[CH:16][CH:15]=[CH:14][CH:13]=2)=[N:10][CH:11]=1)([O-])=O.CO, predict the reaction product. The product is: [C:12]1([C:9]2[N:10]=[CH:11][C:6]([NH2:3])=[CH:7][CH:8]=2)[CH:13]=[CH:14][CH:15]=[CH:16][CH:17]=1. (3) Given the reactants C(NC(C)C)(C)C.[Br:8][C:9]1[CH:14]=[CH:13][CH:12]=[C:11]([Br:15])[CH:10]=1.C([Li])CCC.[I:21]I, predict the reaction product. The product is: [Br:8][C:9]1[CH:14]=[CH:13][CH:12]=[C:11]([Br:15])[C:10]=1[I:21]. (4) Given the reactants [C:1]([C@@H:5]1[CH2:10][CH2:9][C@H:8]([C:11]([OH:13])=O)[CH2:7][CH2:6]1)([CH3:4])([CH3:3])[CH3:2].C(Cl)(=O)C([Cl:17])=O, predict the reaction product. The product is: [C:1]([C@@H:5]1[CH2:10][CH2:9][C@H:8]([C:11]([Cl:17])=[O:13])[CH2:7][CH2:6]1)([CH3:4])([CH3:3])[CH3:2]. (5) Given the reactants [CH3:1][C:2]1([OH:15])[C:7]([CH3:13])([CH2:8][CH:9]=[C:10]([CH3:12])[CH3:11])[CH2:6][CH2:5][CH:4]=[C:3]1[CH3:14].[Li][CH2:17]CCC.CI, predict the reaction product. The product is: [CH3:17][O:15][C:2]1([CH3:1])[C:3]([CH3:14])=[CH:4][CH2:5][CH2:6][C:7]1([CH3:13])[CH2:8][CH:9]=[C:10]([CH3:12])[CH3:11].